Dataset: Forward reaction prediction with 1.9M reactions from USPTO patents (1976-2016). Task: Predict the product of the given reaction. (1) Given the reactants [Br:1][C:2]1[CH:7]=[C:6]([CH2:8][N:9]2[C:13]([C:14]3[CH:19]=[CH:18][C:17]([S:20]([CH3:23])(=[O:22])=[O:21])=[CH:16][CH:15]=3)=[CH:12][N:11]([CH3:24])[C:10]2=[O:25])[CH:5]=[CH:4][C:3]=1[C:26]([P:29](=[O:32])([OH:31])[OH:30])([F:28])[F:27].[C:33](=[O:42])([O:38][CH:39]([CH3:41])[CH3:40])[O:34][CH:35](Cl)[CH3:36], predict the reaction product. The product is: [CH:39]([O:38][C:33]([O:34][CH:35]([O:32][P:29]([C:26]([C:3]1[CH:4]=[CH:5][C:6]([CH2:8][N:9]2[C:13]([C:14]3[CH:15]=[CH:16][C:17]([S:20]([CH3:23])(=[O:22])=[O:21])=[CH:18][CH:19]=3)=[CH:12][N:11]([CH3:24])[C:10]2=[O:25])=[CH:7][C:2]=1[Br:1])([F:27])[F:28])(=[O:31])[OH:30])[CH3:36])=[O:42])([CH3:41])[CH3:40]. (2) Given the reactants [C:1]([O:5][C:6]([N:8]1[CH2:13][CH:12]=[C:11]([C:14]2[CH:22]=[CH:21][CH:20]=[C:19]3[C:15]=2[CH:16]=[CH:17][NH:18]3)[CH2:10][CH2:9]1)=[O:7])([CH3:4])([CH3:3])[CH3:2], predict the reaction product. The product is: [C:1]([O:5][C:6]([N:8]1[CH2:9][CH2:10][CH:11]([C:14]2[CH:22]=[CH:21][CH:20]=[C:19]3[C:15]=2[CH:16]=[CH:17][NH:18]3)[CH2:12][CH2:13]1)=[O:7])([CH3:4])([CH3:2])[CH3:3]. (3) Given the reactants [CH3:1][O:2][C:3]1[CH:4]=[C:5]([C:12]2[CH:17]=[CH:16][C:15]([C:18](=[O:27])[CH2:19][C:20]([CH3:26])([CH3:25])[C:21]([O:23][CH3:24])=[O:22])=[CH:14][CH:13]=2)[CH:6]=[CH:7][C:8]=1[N+:9]([O-])=O.Cl, predict the reaction product. The product is: [NH2:9][C:8]1[CH:7]=[CH:6][C:5]([C:12]2[CH:13]=[CH:14][C:15]([C:18](=[O:27])[CH2:19][C:20]([CH3:26])([CH3:25])[C:21]([O:23][CH3:24])=[O:22])=[CH:16][CH:17]=2)=[CH:4][C:3]=1[O:2][CH3:1]. (4) Given the reactants [F:1][C:2]1[CH:7]=[CH:6][C:5]([C:8]2([C:12]3[C:21]4[C:16](=[CH:17][CH:18]=[C:19]([O:22][CH2:23][CH2:24][NH:25]C(=O)OC(C)(C)C)[CH:20]=4)[CH2:15][CH2:14][N:13]=3)[CH2:11][CH2:10][CH2:9]2)=[CH:4][CH:3]=1.Cl, predict the reaction product. The product is: [F:1][C:2]1[CH:7]=[CH:6][C:5]([C:8]2([C:12]3[C:21]4[C:16](=[CH:17][CH:18]=[C:19]([O:22][CH2:23][CH2:24][NH2:25])[CH:20]=4)[CH2:15][CH2:14][N:13]=3)[CH2:11][CH2:10][CH2:9]2)=[CH:4][CH:3]=1. (5) Given the reactants Br[C:2]1[CH:7]=[CH:6][C:5]([CH2:8][O:9][Si:10]([C:13]([CH3:16])([CH3:15])[CH3:14])([CH3:12])[CH3:11])=[CH:4][N:3]=1.[Li]CCCC.CCCCCC.CN([CH:31]=[O:32])C, predict the reaction product. The product is: [CH3:14][C:13]([Si:10]([CH3:12])([CH3:11])[O:9][CH2:8][C:5]1[CH:6]=[CH:7][C:2]([CH:31]=[O:32])=[N:3][CH:4]=1)([CH3:16])[CH3:15]. (6) Given the reactants [C:1]1([C:6]2[C:14]3[C:9](=[CH:10][N:11]=[C:12]([C:15]4[CH:16]=[N:17][CH:18]=[CH:19][CH:20]=4)[CH:13]=3)[N:8](C3CCCCO3)[N:7]=2)[CH2:5][CH2:4][CH2:3][CH:2]=1, predict the reaction product. The product is: [C:1]1([C:6]2[C:14]3[C:9](=[CH:10][N:11]=[C:12]([C:15]4[CH:16]=[N:17][CH:18]=[CH:19][CH:20]=4)[CH:13]=3)[NH:8][N:7]=2)[CH2:5][CH2:4][CH2:3][CH:2]=1. (7) Given the reactants CN1CCOCC1.[O:8]=[C:9]1[CH:14]([N:15]2[C:23](=[O:24])[C:22]3[C:17](=[CH:18][CH:19]=[CH:20][C:21]=3[NH:25][CH2:26][C:27](O)=[O:28])[C:16]2=[O:30])[CH2:13][CH2:12][C:11](=[O:31])[NH:10]1.ClC(OCC)=O.[CH:38]1([NH2:41])[CH2:40][CH2:39]1, predict the reaction product. The product is: [CH:38]1([NH:41][C:27](=[O:28])[CH2:26][NH:25][C:21]2[CH:20]=[CH:19][CH:18]=[C:17]3[C:22]=2[C:23](=[O:24])[N:15]([CH:14]2[CH2:13][CH2:12][C:11](=[O:31])[NH:10][C:9]2=[O:8])[C:16]3=[O:30])[CH2:40][CH2:39]1.